From a dataset of Catalyst prediction with 721,799 reactions and 888 catalyst types from USPTO. Predict which catalyst facilitates the given reaction. (1) Reactant: CC1C=CC(S(O[CH2:12][CH2:13][C@H:14]([OH:21])[C:15]2[CH:20]=[CH:19][CH:18]=[CH:17][CH:16]=2)(=O)=O)=CC=1.C([O-])([O-])=O.[K+].[K+].[Na+].[I-].[NH2:30][C:31]1[CH:36]=[CH:35][CH:34]=[C:33]([CH3:37])[CH:32]=1. Product: [C:33]1([CH3:37])[CH:34]=[CH:35][CH:36]=[C:31]([NH:30][CH2:12][CH2:13][C@@H:14]([C:15]2[CH:16]=[CH:17][CH:18]=[CH:19][CH:20]=2)[OH:21])[CH:32]=1. The catalyst class is: 10. (2) Reactant: C(OC([N:6]1[CH2:11][CH2:10][N:9]([CH2:12][CH:13]([C:23]2[CH:28]=[CH:27][C:26]([F:29])=[CH:25][CH:24]=2)[N:14]2[CH2:19][CH2:18][N:17]([CH:20]([CH3:22])[CH3:21])[CH2:16][CH2:15]2)[CH2:8][CH2:7]1)=O)C.[OH-].[K+].O. Product: [F:29][C:26]1[CH:27]=[CH:28][C:23]([CH:13]([N:14]2[CH2:15][CH2:16][N:17]([CH:20]([CH3:22])[CH3:21])[CH2:18][CH2:19]2)[CH2:12][N:9]2[CH2:10][CH2:11][NH:6][CH2:7][CH2:8]2)=[CH:24][CH:25]=1. The catalyst class is: 8. (3) Reactant: C(OC([NH:8][CH2:9][C:10]([NH:12][CH:13]([C:36]([O:38][CH3:39])=[O:37])[CH2:14][C:15]1[CH:35]=[CH:34][C:18]([O:19][C:20]2[CH:33]=[CH:32][C:23]([CH2:24][CH:25]3[S:29][C:28](=[O:30])[NH:27][C:26]3=[O:31])=[CH:22][CH:21]=2)=[CH:17][CH:16]=1)=[O:11])=O)(C)(C)C.[ClH:40]. Product: [ClH:40].[NH2:8][CH2:9][C:10]([NH:12][CH:13]([C:36]([O:38][CH3:39])=[O:37])[CH2:14][C:15]1[CH:35]=[CH:34][C:18]([O:19][C:20]2[CH:33]=[CH:32][C:23]([CH2:24][CH:25]3[S:29][C:28](=[O:30])[NH:27][C:26]3=[O:31])=[CH:22][CH:21]=2)=[CH:17][CH:16]=1)=[O:11]. The catalyst class is: 4. (4) The catalyst class is: 3. Reactant: Cl.[CH3:2][N:3]([CH3:8])[CH2:4][CH2:5][CH2:6]Cl.[Na+].[I-].[OH:11][C:12]1[CH:19]=[CH:18][C:15]([CH:16]=[O:17])=[C:14]([O:20][CH3:21])[CH:13]=1.C([O-])([O-])=O.[Cs+].[Cs+]. Product: [CH3:2][N:3]([CH3:8])[CH2:4][CH2:5][CH2:6][O:11][C:12]1[CH:19]=[CH:18][C:15]([CH:16]=[O:17])=[C:14]([O:20][CH3:21])[CH:13]=1. (5) Reactant: CC1(C)[O:9][C:8](=[O:10])[C:5]2([CH2:7][CH2:6]2)[C:4](=[O:11])O1.[CH2:13]([C:15]1[CH:21]=[CH:20][CH:19]=[CH:18][C:16]=1[NH2:17])[CH3:14]. Product: [CH2:13]([C:15]1[CH:21]=[CH:20][CH:19]=[CH:18][C:16]=1[N:17]1[CH2:6][CH2:7][CH:5]([C:8]([OH:9])=[O:10])[C:4]1=[O:11])[CH3:14]. The catalyst class is: 8. (6) Reactant: C(N(CC)CC)C.[CH3:8][O:9][C:10](=[O:24])[C:11]1[CH:16]=[CH:15][C:14]([CH2:17][CH2:18][S:19](Cl)(=[O:21])=[O:20])=[C:13]([CH3:23])[CH:12]=1.[CH2:25]([O:29][C:30]1[CH:31]=[C:32]([C:40]2[NH:44][C:43](=[O:45])[C:42]3([CH2:50][CH2:49][NH:48][CH2:47][CH2:46]3)[N:41]=2)[CH:33]=[C:34]([C:36]([F:39])([F:38])[F:37])[CH:35]=1)[CH2:26][CH:27]=[CH2:28]. Product: [CH3:8][O:9][C:10](=[O:24])[C:11]1[CH:16]=[CH:15][C:14]([CH2:17][CH2:18][S:19]([N:48]2[CH2:49][CH2:50][C:42]3([N:41]=[C:40]([C:32]4[CH:33]=[C:34]([C:36]([F:39])([F:37])[F:38])[CH:35]=[C:30]([O:29][CH2:25][CH2:26][CH:27]=[CH2:28])[CH:31]=4)[NH:44][C:43]3=[O:45])[CH2:46][CH2:47]2)(=[O:21])=[O:20])=[C:13]([CH3:23])[CH:12]=1. The catalyst class is: 2. (7) Reactant: [Br:1][C:2]1[CH:3]=[C:4]([CH:6]=[C:7]([F:9])[CH:8]=1)[NH2:5].Cl[C:11](Cl)(Cl)[CH:12]([OH:14])O.[O-]S([O-])(=O)=O.[Na+].[Na+].[Cl-].[OH:25][NH3+:26]. Product: [Br:1][C:2]1[CH:3]=[C:4]([NH:5][C:12](=[O:14])/[CH:11]=[N:26]/[OH:25])[CH:6]=[C:7]([F:9])[CH:8]=1. The catalyst class is: 126.